This data is from Peptide-MHC class II binding affinity with 134,281 pairs from IEDB. The task is: Regression. Given a peptide amino acid sequence and an MHC pseudo amino acid sequence, predict their binding affinity value. This is MHC class II binding data. (1) The peptide sequence is GAGGGMQRFAPLNSW. The MHC is DRB1_1501 with pseudo-sequence DRB1_1501. The binding affinity (normalized) is 0.0706. (2) The binding affinity (normalized) is 0.0593. The peptide sequence is LVKFVAGDGDVVAVD. The MHC is HLA-DPA10301-DPB10402 with pseudo-sequence HLA-DPA10301-DPB10402. (3) The MHC is HLA-DPA10301-DPB10402 with pseudo-sequence HLA-DPA10301-DPB10402. The peptide sequence is EKKYFAITQFEPLAA. The binding affinity (normalized) is 0.962. (4) The peptide sequence is EKKQFAATQFEPLAA. The MHC is HLA-DQA10101-DQB10501 with pseudo-sequence HLA-DQA10101-DQB10501. The binding affinity (normalized) is 0.354. (5) The peptide sequence is ANGKLHDKKSMGDDH. The MHC is HLA-DPA10103-DPB10401 with pseudo-sequence HLA-DPA10103-DPB10401. The binding affinity (normalized) is 0.0481.